This data is from Cav3 T-type calcium channel HTS with 100,875 compounds. The task is: Binary Classification. Given a drug SMILES string, predict its activity (active/inactive) in a high-throughput screening assay against a specified biological target. (1) The molecule is S(=O)(=O)(NCc1ccc(cc1)C)c1cc2c(oc(c2C)C(O)=O)cc1. The result is 0 (inactive). (2) The drug is Clc1ccc(S(=O)(=O)CCC(OCC(=O)Nc2ncc(Cl)cc2Cl)=O)cc1. The result is 0 (inactive). (3) The drug is O=C(NCCCCCC(O)=O)c1cc(OC)c(OC)c(OC)c1. The result is 0 (inactive).